Task: Predict the product of the given reaction.. Dataset: Forward reaction prediction with 1.9M reactions from USPTO patents (1976-2016) (1) Given the reactants O.[OH-].[Li+].[F:4][C:5]1[CH:10]=[CH:9][C:8]([N:11]2[C:15]([C:16]3[N:17]=[CH:18][N:19]([C:21]4[CH:30]=[CH:29][C:24]([C:25]([O:27]C)=[O:26])=[CH:23][N:22]=4)[CH:20]=3)=[C:14]([CH3:31])[N:13]=[N:12]2)=[CH:7][CH:6]=1, predict the reaction product. The product is: [F:4][C:5]1[CH:10]=[CH:9][C:8]([N:11]2[C:15]([C:16]3[N:17]=[CH:18][N:19]([C:21]4[CH:30]=[CH:29][C:24]([C:25]([OH:27])=[O:26])=[CH:23][N:22]=4)[CH:20]=3)=[C:14]([CH3:31])[N:13]=[N:12]2)=[CH:7][CH:6]=1. (2) Given the reactants [F:1][C:2]1[CH:3]=[C:4]([CH:16]=[CH:17][CH:18]=1)[CH2:5][O:6][CH2:7][C:8]1[O:12][N:11]=[C:10]([C:13]([OH:15])=O)[CH:9]=1.C(N(CC)CC)C.Cl.C(N=C=NCCCN(C)C)C.ON1C2C=CC=CC=2N=N1.[O:48]1[CH2:53][CH2:52][CH:51]([CH2:54][NH2:55])[CH2:50][CH2:49]1, predict the reaction product. The product is: [O:48]1[CH2:53][CH2:52][CH:51]([CH2:54][NH:55][C:13]([C:10]2[CH:9]=[C:8]([CH2:7][O:6][CH2:5][C:4]3[CH:16]=[CH:17][CH:18]=[C:2]([F:1])[CH:3]=3)[O:12][N:11]=2)=[O:15])[CH2:50][CH2:49]1. (3) The product is: [NH3:3].[CH3:32][OH:34].[OH2:47].[ClH:51].[ClH:51].[CH3:1][C:2]1[S:11][C:10]2[NH:9][C:8]3[CH:12]=[CH:13][CH:14]=[CH:15][C:7]=3[N:6]=[C:5]([N:16]3[CH2:21][CH2:20][N:19]([CH3:46])[C@@H:18]([CH2:22][CH2:23][C:24]4[CH:29]=[CH:28][CH:27]=[CH:26][CH:25]=4)[CH2:17]3)[C:4]=2[N:3]=1.[CH3:1][C:2]1[S:11][C:10]2[NH:9][C:8]3[CH:12]=[CH:13][CH:14]=[CH:15][C:7]=3[N:6]=[C:5]([N:16]3[CH2:21][CH2:20][N:19]([CH3:52])[C@@H:18]([CH2:22][CH2:23][C:24]4[CH:29]=[CH:28][CH:27]=[CH:26][CH:25]=4)[CH2:17]3)[C:4]=2[N:3]=1.[ClH:51].[ClH:51]. Given the reactants [CH3:1][C:2]1[S:11][C:10]2[NH:9][C:8]3[CH:12]=[CH:13][CH:14]=[CH:15][C:7]=3[N:6]=[C:5]([N:16]3[CH2:21][CH2:20][NH:19][C@@H:18]([CH2:22][CH2:23][C:24]4[CH:29]=[CH:28][CH:27]=[CH:26][CH:25]=4)[CH2:17]3)[C:4]=2[N:3]=1.C=O.[C:32](O[BH-](OC(=O)C)OC(=O)C)(=[O:34])C.[Na+].[C:46](=O)(O)[O-:47].[Na+].[Cl:51][CH2:52]CCl, predict the reaction product. (4) Given the reactants O=P(Cl)(Cl)Cl.[CH3:6][C:7]1[CH:8]=[C:9]([CH:13]=[CH:14][C:15]=1[N:16]1[CH:20]=[CH:19][CH:18]=[CH:17]1)[C:10]([NH2:12])=O.[C:21]([O-])([O-])=[O:22].[Na+].[Na+], predict the reaction product. The product is: [CH:21]([C:17]1[N:16]([C:15]2[CH:14]=[CH:13][C:9]([C:10]#[N:12])=[CH:8][C:7]=2[CH3:6])[CH:20]=[CH:19][CH:18]=1)=[O:22]. (5) Given the reactants Cl.[NH:2]1[CH2:7][CH2:6][CH:5]([NH:8][C:9]([C:11]2[C:15]3[N:16]=[CH:17][N:18]=[C:19]([C:20]4[CH:25]=[C:24]([F:26])[CH:23]=[CH:22][C:21]=4[O:27][CH2:28][CH:29]4[CH2:31][CH2:30]4)[C:14]=3[NH:13][CH:12]=2)=[O:10])[CH2:4][CH2:3]1.[C:32](Cl)(=[O:35])[CH2:33][CH3:34], predict the reaction product. The product is: [C:32]([N:2]1[CH2:3][CH2:4][CH:5]([NH:8][C:9]([C:11]2[C:15]3[N:16]=[CH:17][N:18]=[C:19]([C:20]4[CH:25]=[C:24]([F:26])[CH:23]=[CH:22][C:21]=4[O:27][CH2:28][CH:29]4[CH2:30][CH2:31]4)[C:14]=3[NH:13][CH:12]=2)=[O:10])[CH2:6][CH2:7]1)(=[O:35])[CH2:33][CH3:34].